From a dataset of Forward reaction prediction with 1.9M reactions from USPTO patents (1976-2016). Predict the product of the given reaction. (1) Given the reactants [O:1]=[C:2]1[CH2:7][CH2:6][CH2:5][CH2:4][CH:3]1[C:8]([O:10][CH2:11][CH3:12])=[O:9].[CH3:13]C(C)([O-])C.[K+].IC, predict the reaction product. The product is: [CH3:13][C:3]1([C:8]([O:10][CH2:11][CH3:12])=[O:9])[CH2:4][CH2:5][CH2:6][CH2:7][C:2]1=[O:1]. (2) Given the reactants [CH3:1][O:2][C:3]([C:5]1[CH:6]=[C:7]2[CH:13]=[CH:12][N:11]([S:14]([C:17]3[CH:22]=[CH:21][CH:20]=[CH:19][CH:18]=3)(=[O:16])=[O:15])[C:8]2=[N:9][CH:10]=1)=[O:4].C([N-]C(C)C)(C)C.[Li+].C([Li])CCC.CCCCCC.C(NC(C)C)(C)C.[CH:49](=[O:54])[CH2:50][CH:51]([CH3:53])[CH3:52], predict the reaction product. The product is: [CH3:1][O:2][C:3]([C:5]1[CH:6]=[C:7]2[CH:13]=[C:12]([CH:49]([OH:54])[CH2:50][CH:51]([CH3:53])[CH3:52])[N:11]([S:14]([C:17]3[CH:22]=[CH:21][CH:20]=[CH:19][CH:18]=3)(=[O:16])=[O:15])[C:8]2=[N:9][CH:10]=1)=[O:4]. (3) The product is: [F:1][C:2]1[CH:7]=[C:6]([C:8]2[CH:17]=[C:16]3[C:11]([CH:12]=[CH:13][CH:14]=[N:15]3)=[CH:10][CH:9]=2)[CH:5]=[CH:4][C:3]=1[N:18]1[C:22](=[O:23])[NH:21][N:20]=[C:19]1[CH2:24][C@@H:25]1[CH2:29][CH2:28][N:27]([C:30]([N:41]([CH3:42])[CH3:38])=[O:32])[CH2:26]1. Given the reactants [F:1][C:2]1[CH:7]=[C:6]([C:8]2[CH:17]=[C:16]3[C:11]([CH:12]=[CH:13][CH:14]=[N:15]3)=[CH:10][CH:9]=2)[CH:5]=[CH:4][C:3]=1[N:18]1[C:22](=[O:23])[NH:21][N:20]=[C:19]1[CH2:24][C@@H:25]1[CH2:29][CH2:28][N:27]([C:30]([O:32]C(C)(C)C)=O)[CH2:26]1.Cl.[CH:38]([N:41](CC)[CH:42](C)C)(C)C.CNN(NC)C(Cl)=O.[NH4+].[Cl-], predict the reaction product. (4) Given the reactants C(=O)([O-])[O-].[K+].[K+].[CH:7]1([N:12]2[C:16](=[O:17])[C:15]3[CH:18]=[CH:19][C:20]([OH:22])=[CH:21][C:14]=3[S:13]2)[CH2:11][CH2:10][CH2:9][CH2:8]1.Br[CH2:24][C:25]1[CH:26]=[C:27]([C:31]2[CH:36]=[CH:35][C:34]([C:37]([O:39][CH3:40])=[O:38])=[C:33]([Cl:41])[CH:32]=2)[CH:28]=[CH:29][CH:30]=1, predict the reaction product. The product is: [Cl:41][C:33]1[CH:32]=[C:31]([C:27]2[CH:28]=[CH:29][CH:30]=[C:25]([CH2:24][O:22][C:20]3[CH:19]=[CH:18][C:15]4[C:16](=[O:17])[N:12]([CH:7]5[CH2:8][CH2:9][CH2:10][CH2:11]5)[S:13][C:14]=4[CH:21]=3)[CH:26]=2)[CH:36]=[CH:35][C:34]=1[C:37]([O:39][CH3:40])=[O:38]. (5) Given the reactants [NH:1]1[C:9]2[C:4](=[CH:5][CH:6]=[C:7]([C:10]([OH:12])=[O:11])[CH:8]=2)[CH:3]=[CH:2]1.[N:13]([O-])=O.[Na+].[OH2:17], predict the reaction product. The product is: [CH:2]([C:3]1[C:4]2[C:9](=[CH:8][C:7]([C:10]([OH:12])=[O:11])=[CH:6][CH:5]=2)[NH:1][N:13]=1)=[O:17]. (6) Given the reactants [Br:1][C:2]1[C:7]([CH3:8])=[C:6]([N+:9]([O-:11])=[O:10])[CH:5]=[C:4]([Br:12])[C:3]=1O.CCN(CC)CC.O(S(C(F)(F)F)(=O)=O)S(C(F)(F)F)(=O)=O.[Na+].[I-:37], predict the reaction product. The product is: [Br:1][C:2]1[C:7]([CH3:8])=[C:6]([N+:9]([O-:11])=[O:10])[CH:5]=[C:4]([Br:12])[C:3]=1[I:37].